The task is: Predict which catalyst facilitates the given reaction.. This data is from Catalyst prediction with 721,799 reactions and 888 catalyst types from USPTO. Reactant: Cl.CC1(C)[O:7][CH:6]([CH2:8][N:9]2[C:18]3[C:13](=[CH:14][CH:15]=[CH:16][CH:17]=3)[CH2:12][CH:11]([NH:19][C:20]([C:22]3[NH:26][C:25]4[S:27][C:28]([Cl:30])=[CH:29][C:24]=4[CH:23]=3)=[O:21])[C:10]2=[O:31])[CH2:5][O:4]1. Product: [Cl:30][C:28]1[S:27][C:25]2[NH:26][C:22]([C:20]([NH:19][CH:11]3[CH2:12][C:13]4[C:18](=[CH:17][CH:16]=[CH:15][CH:14]=4)[N:9]([CH2:8][CH:6]([OH:7])[CH2:5][OH:4])[C:10]3=[O:31])=[O:21])=[CH:23][C:24]=2[CH:29]=1. The catalyst class is: 1.